Dataset: Full USPTO retrosynthesis dataset with 1.9M reactions from patents (1976-2016). Task: Predict the reactants needed to synthesize the given product. (1) Given the product [NH:22]1[C:30]2[C:25](=[C:26]([C:2]3[N:7]=[C:6]4[N:8]([CH3:12])[N:9]=[C:10]([CH3:11])[C:5]4=[C:4]([NH:13][C:14]4[CH:19]=[CH:18][CH:17]=[C:16]([O:20][CH3:21])[CH:15]=4)[N:3]=3)[CH:27]=[CH:28][CH:29]=2)[CH:24]=[N:23]1, predict the reactants needed to synthesize it. The reactants are: Cl[C:2]1[N:7]=[C:6]2[N:8]([CH3:12])[N:9]=[C:10]([CH3:11])[C:5]2=[C:4]([NH:13][C:14]2[CH:19]=[CH:18][CH:17]=[C:16]([O:20][CH3:21])[CH:15]=2)[N:3]=1.[NH:22]1[C:30]2[C:25](=[CH:26][CH:27]=[CH:28][CH:29]=2)[C:24](B2OC(C)(C)C(C)(C)O2)=[N:23]1. (2) Given the product [Cl:1][C:2]1[N:7]=[C:6]([NH:8][C:9](=[O:15])[O:10][C:11]([CH3:12])([CH3:14])[CH3:13])[C:5]([C:23](=[O:24])[C:22]([F:27])([F:26])[F:21])=[CH:4][CH:3]=1, predict the reactants needed to synthesize it. The reactants are: [Cl:1][C:2]1[N:7]=[C:6]([NH:8][C:9](=[O:15])[O:10][C:11]([CH3:14])([CH3:13])[CH3:12])[CH:5]=[CH:4][CH:3]=1.C([Li])CCC.[F:21][C:22]([F:27])([F:26])[C:23](O)=[O:24].ClC1C=C(Cl)C=CC=1C1NC(=O)C2N(N=C(CN3CCOCC3)C=2)C=1.[Cl-].[NH4+]. (3) Given the product [C:1]([C:3]1[C@@H:8]([C:9]2[CH:14]=[CH:13][C:12]([C:15]#[N:16])=[CH:11][CH:10]=2)[N:7]2[N:17]=[C:18]([S:20]([NH:37][CH2:35][CH3:36])(=[O:22])=[O:21])[N:19]=[C:6]2[N:5]([C:24]2[CH:29]=[CH:28][CH:27]=[C:26]([C:30]([F:33])([F:32])[F:31])[CH:25]=2)[C:4]=1[CH3:34])#[N:2], predict the reactants needed to synthesize it. The reactants are: [C:1]([C:3]1[C@@H:8]([C:9]2[CH:14]=[CH:13][C:12]([C:15]#[N:16])=[CH:11][CH:10]=2)[N:7]2[N:17]=[C:18]([S:20](Cl)(=[O:22])=[O:21])[N:19]=[C:6]2[N:5]([C:24]2[CH:29]=[CH:28][CH:27]=[C:26]([C:30]([F:33])([F:32])[F:31])[CH:25]=2)[C:4]=1[CH3:34])#[N:2].[CH2:35]([NH2:37])[CH3:36].C(N(CC)CC)C. (4) Given the product [CH3:19][N:18]([CH2:17][C:15]1[N:16]=[C:12]([NH:11][C:9](=[O:10])[CH2:8][C:5]2[CH:6]=[CH:7][C:2]([C:38]3[N:35]4[CH:36]=[CH:37][C:32]([C:29]5[CH:30]=[CH:31][N:26]=[CH:27][CH:28]=5)=[CH:33][C:34]4=[N:40][CH:39]=3)=[CH:3][C:4]=2[F:25])[S:13][C:14]=1[C:21]1([CH3:24])[CH2:23][CH2:22]1)[CH3:20], predict the reactants needed to synthesize it. The reactants are: Br[C:2]1[CH:7]=[CH:6][C:5]([CH2:8][C:9]([NH:11][C:12]2[S:13][C:14]([C:21]3([CH3:24])[CH2:23][CH2:22]3)=[C:15]([CH2:17][N:18]([CH3:20])[CH3:19])[N:16]=2)=[O:10])=[C:4]([F:25])[CH:3]=1.[N:26]1[CH:31]=[CH:30][C:29]([C:32]2[CH:37]=[CH:36][N:35]3[CH:38]=[CH:39][N:40]=[C:34]3[CH:33]=2)=[CH:28][CH:27]=1.C([O-])(=O)C.[K+].C(C1C=C(C(C)(C)C)C=CC=1OP(OC1C=CC(C(C)(C)C)=CC=1C(C)(C)C)OC1C=CC(C(C)(C)C)=CC=1C(C)(C)C)(C)(C)C. (5) Given the product [CH2:35]([Si:3]([CH2:1][CH3:2])([CH2:33][CH3:34])[O:4][C@H:5]([C:23]1[CH:24]=[C:25]2[C:30](=[CH:31][CH:32]=1)[N:29]=[CH:28][CH:27]=[CH:26]2)[CH2:6][CH:7]=[O:8])[CH3:36], predict the reactants needed to synthesize it. The reactants are: [CH2:1]([Si:3]([CH2:35][CH3:36])([CH2:33][CH3:34])[O:4][CH:5]([C:23]1[CH:24]=[C:25]2[C:30](=[CH:31][CH:32]=1)[N:29]=[CH:28][CH:27]=[CH:26]2)[CH2:6][C:7](N1[C@@H]2CC3C(C)(C)C2(CC3)CS1(=O)=O)=[O:8])[CH3:2].[H-].C([Al+]CC(C)C)C(C)C. (6) Given the product [N:25]1([CH:6]([C:9]2[N:10]=[CH:11][C:12]([C:15]3[CH:20]=[CH:19][C:18]([C:21]([NH:22][CH3:23])=[O:24])=[CH:17][CH:16]=3)=[CH:13][CH:14]=2)[CH2:7][CH3:8])[CH:29]=[CH:28][N:27]=[CH:26]1, predict the reactants needed to synthesize it. The reactants are: CS(O[CH:6]([C:9]1[CH:14]=[CH:13][C:12]([C:15]2[CH:20]=[CH:19][C:18]([C:21](=[O:24])[NH:22][CH3:23])=[CH:17][CH:16]=2)=[CH:11][N:10]=1)[CH2:7][CH3:8])(=O)=O.[NH:25]1[CH:29]=[CH:28][N:27]=[CH:26]1.C(N(CC)CC)C.